The task is: Predict the reactants needed to synthesize the given product.. This data is from Full USPTO retrosynthesis dataset with 1.9M reactions from patents (1976-2016). (1) Given the product [CH3:3][NH:4][CH2:5][CH2:6]/[CH:7]=[C:41]1\[C:40]2[C:39]([CH2:38][O:37][C:36]3[C:42]\1=[CH:32][CH:33]=[CH:34][CH:35]=3)=[CH:47][CH:46]=[CH:45][CH:44]=2, predict the reactants needed to synthesize it. The reactants are: Br.[Br-].[CH3:3][NH:4][CH2:5][CH2:6][CH2:7][P+](C1C=CC=CC=1)(C1C=CC=CC=1)C1C=CC=CC=1.C([Li])CCC.[CH:32]1[C:42]2[C:41](=O)[C:40]3[CH:44]=[CH:45][CH:46]=[CH:47][C:39]=3[CH2:38][O:37][C:36]=2[CH:35]=[CH:34][CH:33]=1.O. (2) Given the product [Cl:23][C:20]1[CH:19]=[CH:18][C:17]([N:7]2[CH2:8][C@@H:9]([CH3:16])[C:10]3=[N:14][N:13]=[C:12]([CH3:15])[N:11]3[C:5]3[CH:4]=[CH:3][C:2]([N:27]4[C:26]([CH3:25])=[N:30][CH:29]=[N:28]4)=[CH:24][C:6]2=3)=[CH:22][CH:21]=1.[Cl:23][C:20]1[CH:19]=[CH:18][C:17]([N:7]2[CH2:8][C@@H:9]([CH3:16])[C:10]3=[N:14][N:13]=[C:12]([CH3:15])[N:11]3[C:5]3[CH:4]=[CH:3][C:2]([N:28]4[CH:29]=[N:30][C:26]([CH3:25])=[N:27]4)=[CH:24][C:6]2=3)=[CH:22][CH:21]=1, predict the reactants needed to synthesize it. The reactants are: Br[C:2]1[CH:3]=[CH:4][C:5]2[N:11]3[C:12]([CH3:15])=[N:13][N:14]=[C:10]3[C@H:9]([CH3:16])[CH2:8][N:7]([C:17]3[CH:22]=[CH:21][C:20]([Cl:23])=[CH:19][CH:18]=3)[C:6]=2[CH:24]=1.[CH3:25][C:26]1[N:30]=[CH:29][NH:28][N:27]=1.N1C2C(=CC=C3C=2N=CC=C3)C=CC=1.C(=O)([O-])[O-].[Cs+].[Cs+].